From a dataset of Forward reaction prediction with 1.9M reactions from USPTO patents (1976-2016). Predict the product of the given reaction. (1) Given the reactants Cl.Cl.Cl.NCCCO[C:9]1[CH:10]=[C:11]([C:24]2[C:29]([Cl:30])=[CH:28][CH:27]=[CH:26][N:25]=2)[CH:12]=[C:13]2[C:17]=1[NH:16][N:15]=[C:14]2[NH:18][C:19]1[S:20][CH:21]=[CH:22][N:23]=1.C=O.[Na].[C:34](=[O:37])([O-])O.[Na+].[CH2:39]([N:41]([CH2:44]C)[CH2:42]C)[CH3:40], predict the reaction product. The product is: [Cl:30][C:29]1[C:24]([C:11]2[CH:12]=[C:13]3[C:17](=[C:9]([O:37][CH2:34][CH2:40][CH2:39][N:41]([CH3:44])[CH3:42])[CH:10]=2)[NH:16][N:15]=[C:14]3[NH:18][C:19]2[S:20][CH:21]=[CH:22][N:23]=2)=[N:25][CH:26]=[CH:27][CH:28]=1. (2) Given the reactants [NH:1]([C:8](=[O:28])[CH:9]([C:19]1[CH:27]=[CH:26][C:22]([C:23]([OH:25])=O)=[CH:21][N:20]=1)[C:10]([NH:12][C:13]1[CH:18]=[CH:17][CH:16]=[CH:15][CH:14]=1)=[O:11])[C:2]1[CH:7]=[CH:6][CH:5]=[CH:4][CH:3]=1.CCN=C=NCCCN(C)C.[CH:40]1[CH:41]=[CH:42][C:43]2[N:48](O)N=[N:46][C:44]=2[CH:45]=1.C1(N)C=CC=CC=1N, predict the reaction product. The product is: [NH2:46][C:44]1[CH:45]=[CH:40][CH:41]=[CH:42][C:43]=1[NH:48][C:23]([C:22]1[CH:26]=[CH:27][C:19]([CH:9]([C:8]([NH:1][C:2]2[CH:7]=[CH:6][CH:5]=[CH:4][CH:3]=2)=[O:28])[C:10]([NH:12][C:13]2[CH:18]=[CH:17][CH:16]=[CH:15][CH:14]=2)=[O:11])=[N:20][CH:21]=1)=[O:25]. (3) Given the reactants [C:1]([C:5]1[N:13]=[C:12]2[C:8]([N:9]=[CH:10][N:11]2[CH2:14][C:15]2[C:20]([Cl:21])=[CH:19][CH:18]=[CH:17][N:16]=2)=[C:7](Cl)[N:6]=1)([CH3:4])([CH3:3])[CH3:2].Cl.[F:24][C:25]1([F:32])[C:27]2([CH2:31][CH2:30][NH:29][CH2:28]2)[CH2:26]1, predict the reaction product. The product is: [C:1]([C:5]1[N:13]=[C:12]2[C:8]([N:9]=[CH:10][N:11]2[CH2:14][C:15]2[C:20]([Cl:21])=[CH:19][CH:18]=[CH:17][N:16]=2)=[C:7]([N:29]2[CH2:30][CH2:31][C:27]3([CH2:26][C:25]3([F:32])[F:24])[CH2:28]2)[N:6]=1)([CH3:4])([CH3:3])[CH3:2]. (4) Given the reactants C(OC([NH:8][C:9]1[S:10][C:11]([Cl:74])=[C:12]([C:14](=[N:53][O:54]C(C2C=CC=CC=2)(C2C=CC=CC=2)C2C=CC=CC=2)[C:15]([NH:17][C@@H:18]2[C:25](=[O:26])[N:24]3[C@@H:19]2[S:20][CH2:21][C:22](/[CH:43]=[CH:44]/OS(C(F)(F)F)(=O)=O)=[C:23]3[C:27]([O:29]C(C2C=CC=CC=2)C2C=CC=CC=2)=[O:28])=[O:16])[N:13]=1)=O)(C)(C)C.S([O:79][C:80]1[CH:85]=[C:84]([SH:86])[N:83]=[C:82]([NH2:87])[N:81]=1)(O)(=O)=O, predict the reaction product. The product is: [NH2:8][C:9]1[S:10][C:11]([Cl:74])=[C:12]([C:14](=[N:53][OH:54])[C:15]([NH:17][C@@H:18]2[C:25](=[O:26])[N:24]3[C@@H:19]2[S:20][CH2:21][C:22](/[CH:43]=[CH:44]/[S:86][C:84]2[CH:85]=[C:80]([OH:79])[N:81]=[C:82]([NH2:87])[N:83]=2)=[C:23]3[C:27]([OH:29])=[O:28])=[O:16])[N:13]=1.